This data is from Full USPTO retrosynthesis dataset with 1.9M reactions from patents (1976-2016). The task is: Predict the reactants needed to synthesize the given product. (1) Given the product [NH2:1][C:4]1[C:13]2[CH2:12][CH2:11][CH2:10][CH2:9][C:8]=2[CH:7]=[CH:6][C:5]=1[NH:14][C:15]1[CH:20]=[CH:19][C:18]([NH:21][C:22](=[O:28])[O:23][C:24]([CH3:26])([CH3:25])[CH3:27])=[CH:17][CH:16]=1, predict the reactants needed to synthesize it. The reactants are: [N+:1]([C:4]1[C:13]2[CH2:12][CH2:11][CH2:10][CH2:9][C:8]=2[CH:7]=[CH:6][C:5]=1[NH:14][C:15]1[CH:20]=[CH:19][C:18]([NH:21][C:22](=[O:28])[O:23][C:24]([CH3:27])([CH3:26])[CH3:25])=[CH:17][CH:16]=1)([O-])=O. (2) Given the product [CH2:49]([O:48][CH2:34][CH:32]([OH:33])[CH2:31][O:30][CH2:29][C:27]1([CH3:35])[C:26](=[O:36])[N:25]([CH2:37][CH2:38][CH2:39][CH2:40][O:41][CH3:42])[C:24]2[CH:43]=[C:20]([C:18]([N:4]([CH:1]([CH3:2])[CH3:3])[C@@H:5]3[CH2:10][CH2:9][CH2:8][N:7]([C:11]([O:13][C:14]([CH3:16])([CH3:15])[CH3:17])=[O:12])[CH2:6]3)=[O:19])[C:21]([C:44]([F:47])([F:45])[F:46])=[CH:22][C:23]=2[O:28]1)[CH3:50], predict the reactants needed to synthesize it. The reactants are: [CH:1]([N:4]([C:18]([C:20]1[C:21]([C:44]([F:47])([F:46])[F:45])=[CH:22][C:23]2[O:28][C:27]([CH3:35])([CH2:29][O:30][CH2:31][CH:32]3[CH2:34][O:33]3)[C:26](=[O:36])[N:25]([CH2:37][CH2:38][CH2:39][CH2:40][O:41][CH3:42])[C:24]=2[CH:43]=1)=[O:19])[C@@H:5]1[CH2:10][CH2:9][CH2:8][N:7]([C:11]([O:13][C:14]([CH3:17])([CH3:16])[CH3:15])=[O:12])[CH2:6]1)([CH3:3])[CH3:2].[O-:48][CH2:49][CH3:50].[Na+].[Cl-].[NH4+]. (3) Given the product [OH:11][N:12]([C@H:13]([CH2:22][S:23]([N:26]1[CH2:27][CH2:28][N:29]([C:32]2[CH:37]=[CH:36][C:35]([O:38][CH2:39][C:40]([F:43])([F:42])[F:41])=[CH:34][N:33]=2)[CH2:30][CH2:31]1)(=[O:25])=[O:24])[CH2:14][CH2:15][C:16]1[N:17]=[CH:18][CH:19]=[CH:20][N:21]=1)[CH:1]=[O:2], predict the reactants needed to synthesize it. The reactants are: [CH:1](O)=[O:2].C(OC(=O)C)(=O)C.[OH:11][NH:12][CH:13]([CH2:22][S:23]([N:26]1[CH2:31][CH2:30][N:29]([C:32]2[CH:37]=[CH:36][C:35]([O:38][CH2:39][C:40]([F:43])([F:42])[F:41])=[CH:34][N:33]=2)[CH2:28][CH2:27]1)(=[O:25])=[O:24])[CH2:14][CH2:15][C:16]1[N:21]=[CH:20][CH:19]=[CH:18][N:17]=1. (4) Given the product [O:41]1[C:37]2[CH:36]=[CH:35][C:34]([C:2]3[CH:7]=[CH:6][C:5]([C:8]4[N:9]([CH2:14][C@@H:15]5[CH2:19][CH2:18][N:17]([C:20]([CH:22]6[CH2:24][CH2:23]6)=[O:21])[CH2:16]5)[C:10](=[O:13])[NH:11][N:12]=4)=[C:4]([Cl:25])[CH:3]=3)=[CH:42][C:38]=2[CH:39]=[CH:40]1, predict the reactants needed to synthesize it. The reactants are: Br[C:2]1[CH:7]=[CH:6][C:5]([C:8]2[N:9]([CH2:14][C@@H:15]3[CH2:19][CH2:18][N:17]([C:20]([CH:22]4[CH2:24][CH2:23]4)=[O:21])[CH2:16]3)[C:10](=[O:13])[NH:11][N:12]=2)=[C:4]([Cl:25])[CH:3]=1.CC1(C)C(C)(C)OB([C:34]2[CH:35]=[CH:36][C:37]3[O:41][CH:40]=[CH:39][C:38]=3[CH:42]=2)O1.C([O-])([O-])=O.[K+].[K+].C([O-])(O)=O.[Na+]. (5) Given the product [ClH:31].[ClH:31].[N:1]1([C:7]2[CH:24]=[CH:23][C:10]3[CH2:11][NH:12][CH2:13][CH2:14][O:15][C:9]=3[CH:8]=2)[CH2:6][CH2:5][CH2:4][CH2:3][CH2:2]1, predict the reactants needed to synthesize it. The reactants are: [N:1]1([C:7]2[CH:24]=[CH:23][C:10]3[CH2:11][N:12](C(OC(C)(C)C)=O)[CH2:13][CH2:14][O:15][C:9]=3[CH:8]=2)[CH2:6][CH2:5][CH2:4][CH2:3][CH2:2]1.C(OCC)(=O)C.[ClH:31].